From a dataset of Full USPTO retrosynthesis dataset with 1.9M reactions from patents (1976-2016). Predict the reactants needed to synthesize the given product. (1) Given the product [Br:12][CH2:9][C:8]1[C:3]([O:2][CH3:1])=[CH:4][CH:5]=[N:6][C:7]=1[O:10][CH3:11], predict the reactants needed to synthesize it. The reactants are: [CH3:1][O:2][C:3]1[C:8]([CH3:9])=[C:7]([O:10][CH3:11])[N:6]=[CH:5][CH:4]=1.[Br:12]N1C(=O)CCC1=O. (2) Given the product [Cl:8][C:9]1[CH:50]=[CH:49][CH:48]=[C:47]([Cl:51])[C:10]=1[C:11]([NH:13][C@H:14]([C:43]([O:45][CH3:46])=[O:44])[CH2:15][C:16]1[CH:17]=[CH:18][C:19]([O:20][CH2:21][CH2:22][C:23]2[CH:24]=[CH:25][C:26]3[N:31]([CH3:32])[CH2:30][CH2:29][NH:28][C:27]=3[N:40]=2)=[CH:41][CH:42]=1)=[O:12], predict the reactants needed to synthesize it. The reactants are: C(O)(C(F)(F)F)=O.[Cl:8][C:9]1[CH:50]=[CH:49][CH:48]=[C:47]([Cl:51])[C:10]=1[C:11]([NH:13][C@H:14]([C:43]([O:45][CH3:46])=[O:44])[CH2:15][C:16]1[CH:42]=[CH:41][C:19]([O:20][CH2:21][CH2:22][C:23]2[CH:24]=[CH:25][C:26]3[N:31]([CH3:32])[CH2:30][CH2:29][N:28](C(OC(C)(C)C)=O)[C:27]=3[N:40]=2)=[CH:18][CH:17]=1)=[O:12]. (3) Given the product [ClH:29].[ClH:29].[NH2:7][CH2:8][CH2:9][NH:10][C:11]1[CH:16]=[CH:15][C:14]([CH2:17][CH2:18][C:19]2[N:20]=[C:21]([NH:24][C:25](=[O:27])[CH3:26])[S:22][CH:23]=2)=[CH:13][CH:12]=1, predict the reactants needed to synthesize it. The reactants are: C(OC(=O)[NH:7][CH2:8][CH2:9][NH:10][C:11]1[CH:16]=[CH:15][C:14]([CH2:17][CH2:18][C:19]2[N:20]=[C:21]([NH:24][C:25](=[O:27])[CH3:26])[S:22][CH:23]=2)=[CH:13][CH:12]=1)(C)(C)C.[ClH:29]. (4) The reactants are: [OH:1][CH2:2][C:3]1[CH:4]=[C:5]([CH:14]=[CH:15][CH:16]=1)[CH:6]=[CH:7][CH:8]=[N:9][NH:10][C:11]([NH2:13])=[S:12].Br[CH2:18][C:19]([C:21]1[CH:26]=[CH:25][C:24]([C:27]([F:30])([F:29])[F:28])=[CH:23][CH:22]=1)=O. Given the product [F:28][C:27]([F:29])([F:30])[C:24]1[CH:23]=[CH:22][C:21]([C:19]2[N:13]=[C:11]([NH:10][N:9]=[CH:8]/[CH:7]=[CH:6]/[C:5]3[CH:4]=[C:3]([CH2:2][OH:1])[CH:16]=[CH:15][CH:14]=3)[S:12][CH:18]=2)=[CH:26][CH:25]=1, predict the reactants needed to synthesize it.